Dataset: Peptide-MHC class II binding affinity with 134,281 pairs from IEDB. Task: Regression. Given a peptide amino acid sequence and an MHC pseudo amino acid sequence, predict their binding affinity value. This is MHC class II binding data. (1) The peptide sequence is VQNTVEDLKLNTLGR. The MHC is HLA-DQA10501-DQB10301 with pseudo-sequence HLA-DQA10501-DQB10301. The binding affinity (normalized) is 0.168. (2) The peptide sequence is IGPEAAEAAAAAPAA. The MHC is HLA-DQA10101-DQB10501 with pseudo-sequence HLA-DQA10101-DQB10501. The binding affinity (normalized) is 0.577. (3) The peptide sequence is APWLDLVRKLGVLAG. The MHC is HLA-DQA10501-DQB10201 with pseudo-sequence HLA-DQA10501-DQB10201. The binding affinity (normalized) is 0.379. (4) The peptide sequence is TKETPDRLTDQIKCF. The MHC is DRB1_0101 with pseudo-sequence DRB1_0101. The binding affinity (normalized) is 0.322. (5) The peptide sequence is MPVDPDNEAYEMPSE. The MHC is HLA-DQA10301-DQB10302 with pseudo-sequence HLA-DQA10301-DQB10302. The binding affinity (normalized) is 0.329. (6) The peptide sequence is YRQIRSGERFLKIWS. The MHC is HLA-DQA10301-DQB10302 with pseudo-sequence HLA-DQA10301-DQB10302. The binding affinity (normalized) is 0.229. (7) The peptide sequence is ENVIDVKLVDANGKL. The MHC is DRB3_0101 with pseudo-sequence DRB3_0101. The binding affinity (normalized) is 0.359. (8) The peptide sequence is KTKEGVLYVGSKTKK. The MHC is DRB1_0401 with pseudo-sequence DRB1_0401. The binding affinity (normalized) is 0.304. (9) The binding affinity (normalized) is 0.619. The MHC is DRB3_0202 with pseudo-sequence DRB3_0202. The peptide sequence is GQKYFKGNFQRLAIT.